This data is from Reaction yield outcomes from USPTO patents with 853,638 reactions. The task is: Predict the reaction yield, written as a fraction of the theoretical maximum amount of product (1.0 means a 100% yield; for example, 0.34 means a 34% yield). The reactants are [C:1]([O:5][C@@H:6]([C:10]1[C:39]([CH3:40])=[N:38][C:37]2=[CH:41][C:34]3=[N:35][N:36]2[C:11]=1[N:12]1[CH2:44][CH2:43][C:15]([CH3:45])([O:16][CH2:17][CH:18]=[CH:19][CH2:20][CH2:21][O:22][C:23]2[CH:24]=[CH:25][CH:26]=[CH:27][C:28]=2[CH2:29][C:30]2[S:42][C:33]3=[N:32][CH:31]=2)[CH2:14][CH2:13]1)[C:7]([OH:9])=[O:8])([CH3:4])([CH3:3])[CH3:2].[H][H]. The catalyst is CO.[Pd]. The product is [C:1]([O:5][C@@H:6]([C:10]1[C:39]([CH3:40])=[N:38][C:37]2=[CH:41][C:34]3=[N:35][N:36]2[C:11]=1[N:12]1[CH2:13][CH2:14][C:15]([CH3:45])([O:16][CH2:17][CH2:18][CH2:19][CH2:20][CH2:21][O:22][C:23]2[CH:24]=[CH:25][CH:26]=[CH:27][C:28]=2[CH2:29][C:30]2[S:42][C:33]3=[N:32][CH:31]=2)[CH2:43][CH2:44]1)[C:7]([OH:9])=[O:8])([CH3:4])([CH3:2])[CH3:3]. The yield is 0.465.